The task is: Predict the product of the given reaction.. This data is from Forward reaction prediction with 1.9M reactions from USPTO patents (1976-2016). (1) Given the reactants [NH2:1][C:2]1[C:11]2[CH:10]=[CH:9][CH:8]=[C:7](Br)[C:6]=2[N:5]=[C:4]2[CH2:13][N:14]([CH:17]3[CH2:19][CH2:18]3)[C:15](=[O:16])[C:3]=12.[CH3:20][C:21]1[N:26]=[CH:25][C:24](B(O)O)=[CH:23][CH:22]=1, predict the reaction product. The product is: [NH2:1][C:2]1[C:11]2[CH:10]=[CH:9][CH:8]=[C:7]([C:24]3[CH:25]=[N:26][C:21]([CH3:20])=[CH:22][CH:23]=3)[C:6]=2[N:5]=[C:4]2[CH2:13][N:14]([CH:17]3[CH2:19][CH2:18]3)[C:15](=[O:16])[C:3]=12. (2) Given the reactants FC1C=C(CN)C=NC=1.[N:10]1[CH:15]=[CH:14][CH:13]=[CH:12][C:11]=1[CH2:16][NH2:17].[CH2:18]([N:22]1[CH2:26][CH2:25][N:24]([C:27]2[S:28][C:29]([C:33](O)=[O:34])=[C:30]([CH3:32])[N:31]=2)[C:23]1=[O:36])[CH:19]([CH3:21])[CH3:20], predict the reaction product. The product is: [CH2:18]([N:22]1[CH2:26][CH2:25][N:24]([C:27]2[S:28][C:29]([C:33]([NH:17][CH2:16][C:11]3[CH:12]=[CH:13][CH:14]=[CH:15][N:10]=3)=[O:34])=[C:30]([CH3:32])[N:31]=2)[C:23]1=[O:36])[CH:19]([CH3:21])[CH3:20]. (3) Given the reactants C1([O:4][S:5](=[O:8])(=[O:7])[NH2:6])CC1.[F:9][C:10]([F:14])([F:13])[CH2:11][OH:12], predict the reaction product. The product is: [F:9][C:10]([F:14])([F:13])[CH2:11][NH:6][S:5](=[O:8])(=[O:7])[O-:4].[F:9][C:10]([F:14])([F:13])[CH2:11][O:12][S:5](=[O:7])(=[O:4])[NH2:6]. (4) Given the reactants [Br:1][C:2]1[C:3](=[O:17])[NH:4][C:5](=[O:16])[N:6](CCC2C=CC=CC=2)[N:7]=1.[Cl:18][C:19]1[CH:24]=[CH:23][C:22]([CH2:25][CH2:26]I)=[CH:21][C:20]=1[Cl:28].C(I)CC1C=CC=CC=1.CN(C)C(=[O:42])C, predict the reaction product. The product is: [Br:1][C:2]1[C:3](=[O:17])[NH:4][C:5](=[O:16])[N:6]([CH2:26][C:25]([C:22]2[CH:23]=[CH:24][C:19]([Cl:18])=[C:20]([Cl:28])[CH:21]=2)=[O:42])[N:7]=1. (5) Given the reactants [NH2:1][C:2]1[CH:7]=[CH:6][C:5]([O:8][C:9]([F:12])([F:11])[F:10])=[CH:4][C:3]=1[C:13]([C:15]1[CH:20]=[CH:19][C:18]([Cl:21])=[CH:17][CH:16]=1)=O.[C:22]([CH2:25][C:26](=O)[CH3:27])(=[O:24])[CH3:23], predict the reaction product. The product is: [Cl:21][C:18]1[CH:19]=[CH:20][C:15]([C:13]2[C:3]3[C:2](=[CH:7][CH:6]=[C:5]([O:8][C:9]([F:12])([F:11])[F:10])[CH:4]=3)[N:1]=[C:26]([CH3:27])[C:25]=2[C:22](=[O:24])[CH3:23])=[CH:16][CH:17]=1. (6) Given the reactants [OH-].[Na+].C(O)C.[Cl:6][C:7]1[CH:8]=[CH:9][C:10]([NH:13][C:14]([C:16]2[CH:21]=[CH:20][CH:19]=[C:18]([OH:22])[C:17]=2[NH:23][C:24]([C:26]2[CH:31]=[CH:30][C:29]([C:32]3[C:33](=[O:51])[N:34]([CH2:38][CH2:39][N:40]4[CH2:45][CH2:44][CH:43]([C:46]([O:48]CC)=[O:47])[CH2:42][CH2:41]4)[CH:35]=[CH:36][CH:37]=3)=[CH:28][CH:27]=2)=[O:25])=[O:15])=[N:11][CH:12]=1.Cl, predict the reaction product. The product is: [Cl:6][C:7]1[CH:8]=[CH:9][C:10]([NH:13][C:14]([C:16]2[CH:21]=[CH:20][CH:19]=[C:18]([OH:22])[C:17]=2[NH:23][C:24]([C:26]2[CH:27]=[CH:28][C:29]([C:32]3[C:33](=[O:51])[N:34]([CH2:38][CH2:39][N:40]4[CH2:41][CH2:42][CH:43]([C:46]([OH:48])=[O:47])[CH2:44][CH2:45]4)[CH:35]=[CH:36][CH:37]=3)=[CH:30][CH:31]=2)=[O:25])=[O:15])=[N:11][CH:12]=1. (7) Given the reactants [CH:1]1[C:10]2[C:5](=[CH:6][CH:7]=[CH:8][CH:9]=2)[CH:4]=[CH:3][C:2]=1[C:11]1[CH:16]=[CH:15][CH:14]=[CH:13][C:12]=1[CH3:17].[Br:18]N1C(=O)CCC1=O, predict the reaction product. The product is: [CH:1]1[C:10]2[C:5](=[CH:6][CH:7]=[CH:8][CH:9]=2)[CH:4]=[CH:3][C:2]=1[C:11]1[CH:16]=[CH:15][CH:14]=[CH:13][C:12]=1[CH2:17][Br:18]. (8) Given the reactants [CH3:1][C@H:2]1[O:7][C@@H:6]([CH3:8])[CH2:5][NH:4][CH2:3]1.Br[C:10]1[CH:11]=[CH:12][C:13]2[O:14][CH2:15][C:16](=[O:20])[NH:17][C:18]=2[N:19]=1, predict the reaction product. The product is: [CH3:1][C@H:2]1[CH2:3][N:4]([C:10]2[CH:11]=[CH:12][C:13]3[O:14][CH2:15][C:16](=[O:20])[NH:17][C:18]=3[N:19]=2)[CH2:5][C@@H:6]([CH3:8])[O:7]1. (9) The product is: [CH2:15]([N:19]([CH2:30][CH2:31][CH2:32][CH3:33])[C:20]1[CH:27]=[CH:26][C:23]([CH:24]=[CH:10][C:4]2[CH2:5][C:6]([CH3:8])([CH3:7])[CH2:9][C:2](=[O:1])[CH:3]=2)=[C:22]([O:28][CH3:29])[CH:21]=1)[CH2:16][CH2:17][CH3:18]. Given the reactants [O:1]=[C:2]1[CH2:9][C:6]([CH3:8])([CH3:7])[CH2:5][C:4]([CH3:10])=[CH:3]1.[O-]CC.[Na+].[CH2:15]([N:19]([CH2:30][CH2:31][CH2:32][CH3:33])[C:20]1[CH:27]=[CH:26][C:23]([CH:24]=O)=[C:22]([O:28][CH3:29])[CH:21]=1)[CH2:16][CH2:17][CH3:18].C(OCC)(=O)C, predict the reaction product.